From a dataset of Full USPTO retrosynthesis dataset with 1.9M reactions from patents (1976-2016). Predict the reactants needed to synthesize the given product. (1) Given the product [NH2:20][CH2:19][C:18]1[CH:17]=[C:16]([CH:33]=[CH:32][CH:31]=1)[CH2:15][O:14][C:13]1[CH:12]=[C:11]([C:10]2[N:9]=[C:8]([CH:37]3[CH2:40][CH2:39][CH2:38]3)[N:4]3[CH:5]=[CH:6][N:7]=[C:2]([NH2:1])[C:3]=23)[CH:36]=[CH:35][CH:34]=1, predict the reactants needed to synthesize it. The reactants are: [NH2:1][C:2]1[C:3]2[N:4]([C:8]([CH:37]3[CH2:40][CH2:39][CH2:38]3)=[N:9][C:10]=2[C:11]2[CH:12]=[C:13]([CH:34]=[CH:35][CH:36]=2)[O:14][CH2:15][C:16]2[CH:17]=[C:18]([CH:31]=[CH:32][CH:33]=2)[CH2:19][N:20]2C(=O)C3C(=CC=CC=3)C2=O)[CH:5]=[CH:6][N:7]=1.NN. (2) Given the product [C:1]([N:5]1[C:17]2[C:16]3[N:15]=[C:14]([S:18][CH3:19])[N:13]=[CH:12][C:11]=3[CH:10]=[CH:9][C:8]=2[C:7]([C:20]([NH2:28])=[O:22])=[N:6]1)([CH3:2])([CH3:4])[CH3:3].[NH2:26][C:12]1[C:11]2[CH:10]=[CH:9][C:8]3[C:7]([C:20]([NH2:28])=[O:22])=[N:6][N:5]([C:1]([CH3:2])([CH3:3])[CH3:4])[C:17]=3[C:16]=2[N:15]=[C:14]([S:18][CH3:19])[N:13]=1, predict the reactants needed to synthesize it. The reactants are: [C:1]([N:5]1[C:17]2[C:16]3[N:15]=[C:14]([S:18][CH3:19])[N:13]=[CH:12][C:11]=3[CH:10]=[CH:9][C:8]=2[C:7]([C:20]([O:22]CC)=O)=[N:6]1)([CH3:4])([CH3:3])[CH3:2].[Cl-].[NH4+:26].[Li][N:28]([Si](C)(C)C)[Si](C)(C)C.